From a dataset of Reaction yield outcomes from USPTO patents with 853,638 reactions. Predict the reaction yield, written as a fraction of the theoretical maximum amount of product (1.0 means a 100% yield; for example, 0.34 means a 34% yield). (1) The reactants are [OH:1][C:2]1[C:11]2[C:6](=[CH:7][CH:8]=[C:9]([CH3:12])[CH:10]=2)[O:5][C:4](=[O:13])[CH:3]=1.[H-].[Na+].[CH3:16]I. The catalyst is CN(C)C=O.C(OCC)(=O)C.[NH4+].[Cl-]. The product is [CH3:16][O:1][C:2]1[C:11]2[C:6](=[CH:7][CH:8]=[C:9]([CH3:12])[CH:10]=2)[O:5][C:4](=[O:13])[CH:3]=1. The yield is 0.430. (2) The reactants are [CH:1]1[C:13]2[CH:12]([CH2:14][O:15][C:16](=[O:37])[NH:17][C:18]3[CH:23]=[CH:22][C:21]([S:24][C:25]4[CH:30]=[CH:29][C:28]([C:31](Cl)=[O:32])=[CH:27][C:26]=4[N+:34]([O-:36])=[O:35])=[CH:20][CH:19]=3)[C:11]3[C:6](=[CH:7][CH:8]=[CH:9][CH:10]=3)[C:5]=2[CH:4]=[CH:3][CH:2]=1.[Cl:38][C:39]1[CH:40]=[CH:41][C:42]([NH2:45])=[N:43][CH:44]=1.C(N(C(C)C)CC)(C)C. The catalyst is O1CCCC1. The product is [CH:1]1[C:13]2[CH:12]([CH2:14][O:15][C:16](=[O:37])[NH:17][C:18]3[CH:23]=[CH:22][C:21]([S:24][C:25]4[CH:30]=[CH:29][C:28]([C:31](=[O:32])[NH:45][C:42]5[CH:41]=[CH:40][C:39]([Cl:38])=[CH:44][N:43]=5)=[CH:27][C:26]=4[N+:34]([O-:36])=[O:35])=[CH:20][CH:19]=3)[C:11]3[C:6](=[CH:7][CH:8]=[CH:9][CH:10]=3)[C:5]=2[CH:4]=[CH:3][CH:2]=1. The yield is 0.610. (3) The reactants are [C:1]1([C:7]2[CH:8]=[C:9]([C:16](Cl)=[O:17])[S:10][C:11]=2[C:12]([F:15])([F:14])[F:13])[CH:6]=[CH:5][CH:4]=[CH:3][CH:2]=1.[CH2:19]([N:21]1[C:25]([NH2:26])=[CH:24][CH:23]=[N:22]1)[CH3:20].N1C=CC=CC=1. The catalyst is C(#N)C. The product is [CH2:19]([N:21]1[C:25]([NH:26][C:16]([C:9]2[S:10][C:11]([C:12]([F:15])([F:14])[F:13])=[C:7]([C:1]3[CH:6]=[CH:5][CH:4]=[CH:3][CH:2]=3)[CH:8]=2)=[O:17])=[CH:24][CH:23]=[N:22]1)[CH3:20]. The yield is 0.577. (4) The product is [OH:28][C:7]1[CH:8]=[N:9][C:10]([N:13]2[CH2:18][CH2:17][N:16]([C:19]([O:21][C:22]([CH3:25])([CH3:24])[CH3:23])=[O:20])[CH2:15][C@H:14]2[CH3:26])=[N:11][CH:12]=1. The yield is 0.810. The reactants are C([Li])CCC.Br[C:7]1[CH:8]=[N:9][C:10]([N:13]2[CH2:18][CH2:17][N:16]([C:19]([O:21][C:22]([CH3:25])([CH3:24])[CH3:23])=[O:20])[CH2:15][C@H:14]2[CH3:26])=[N:11][CH:12]=1.B(OC(C)C)(OC(C)C)[O:28]C(C)C.OO. The catalyst is CCCCCC.C1COCC1.CCOC(C)=O.C(O)(=O)C.